From a dataset of Forward reaction prediction with 1.9M reactions from USPTO patents (1976-2016). Predict the product of the given reaction. (1) Given the reactants [CH2:1]([O:3][C:4]([C:6]1[NH:7][C:8](=[S:11])[NH:9][CH:10]=1)=[O:5])[CH3:2].Cl[CH2:13][C:14](=O)[CH3:15].O=P(Cl)(Cl)Cl, predict the reaction product. The product is: [CH2:1]([O:3][C:4]([C:6]1[N:7]=[C:8]2[N:9]([CH:10]=1)[C:14]([CH3:15])=[CH:13][S:11]2)=[O:5])[CH3:2]. (2) Given the reactants C[N:2]1[C:6]([C:7]([F:10])([F:9])[F:8])=[CH:5][C:4]([NH:11][C:12](=[O:20])OC2C=CC=CC=2)=[N:3]1.[CH3:21][O:22][C:23]1[CH:24]=[C:25]2[C:30](=[CH:31][C:32]=1[O:33][CH2:34][CH2:35][O:36][CH3:37])[N:29]=[CH:28][N:27]=[C:26]2[S:38][C:39]1[CH:40]=[C:41]([CH:43]=[CH:44][CH:45]=1)[NH2:42].[CH:46](N(CC)C(C)C)(C)C, predict the reaction product. The product is: [CH3:21][O:22][C:23]1[CH:24]=[C:25]2[C:30](=[CH:31][C:32]=1[O:33][CH2:34][CH2:35][O:36][CH3:37])[N:29]=[CH:28][N:27]=[C:26]2[S:38][C:39]1[CH:40]=[C:41]([NH:42][C:12]([NH:11][C:4]2[N:3]([CH3:46])[N:2]=[C:6]([C:7]([F:8])([F:9])[F:10])[CH:5]=2)=[O:20])[CH:43]=[CH:44][CH:45]=1. (3) Given the reactants [NH2:1][C:2](=[O:37])[CH2:3][O:4][C:5]1[C:14]([C:15]2[CH:16]=[CH:17][C:18]3[O:22][C:21]([C:23]4[CH:28]=[CH:27][C:26]([F:29])=[CH:25][CH:24]=4)=[C:20]([C:30](=[O:33])[NH:31][CH3:32])[C:19]=3[CH:34]=2)=[CH:13][C:8]([C:9]([O:11]C)=[O:10])=[C:7]([O:35][CH3:36])[CH:6]=1.CO.[OH-].[Na+], predict the reaction product. The product is: [NH2:1][C:2](=[O:37])[CH2:3][O:4][C:5]1[C:14]([C:15]2[CH:16]=[CH:17][C:18]3[O:22][C:21]([C:23]4[CH:24]=[CH:25][C:26]([F:29])=[CH:27][CH:28]=4)=[C:20]([C:30](=[O:33])[NH:31][CH3:32])[C:19]=3[CH:34]=2)=[CH:13][C:8]([C:9]([OH:11])=[O:10])=[C:7]([O:35][CH3:36])[CH:6]=1. (4) Given the reactants C([N:4]1[C:12]2[C:7](=[CH:8][CH:9]=[CH:10][CH:11]=2)[C:6]([CH2:13][C:14]([O-:16])=[O:15])=[C:5]1[CH2:17][S:18][C:19](=O)[CH3:20])(=O)C.[OH-].[K+].Cl[CH2:25][C:26]1[CH:27]=[C:28]([CH2:32][C@H:33]([NH:46][C:47](=[O:53])[O:48][C:49]([CH3:52])([CH3:51])[CH3:50])[C:34]([N:36]([C:38]2[CH:43]=[CH:42][C:41]([O:44][CH3:45])=[CH:40][CH:39]=2)[CH3:37])=[O:35])[CH:29]=CC=1.Cl.[CH2:55](O)[CH3:56], predict the reaction product. The product is: [C:49]([O:48][C:47]([NH:46][C@H:33]([C:34]([N:36]([C:38]1[CH:39]=[CH:40][C:41]([O:44][CH3:45])=[CH:42][CH:43]=1)[CH3:37])=[O:35])[CH2:32][C:28]1[CH:29]=[C:20]([CH:25]=[CH:26][CH:27]=1)[CH2:19][S:18][CH2:17][C:5]1[NH:4][C:12]2[C:7]([C:6]=1[CH2:13][C:14]([O:16][CH2:55][CH3:56])=[O:15])=[CH:8][CH:9]=[CH:10][CH:11]=2)=[O:53])([CH3:50])([CH3:51])[CH3:52].